From a dataset of Forward reaction prediction with 1.9M reactions from USPTO patents (1976-2016). Predict the product of the given reaction. (1) Given the reactants Br[C:2]1[NH:22][C:5]2=[N:6][CH:7]=[C:8]([CH2:10][CH2:11][C:12]3[CH:17]=[C:16]([O:18][CH3:19])[CH:15]=[C:14]([O:20][CH3:21])[CH:13]=3)[N:9]=[C:4]2[CH:3]=1.[CH3:23][N:24]1[C:32]2[C:27](=[CH:28][CH:29]=[C:30](B3OC(C)(C)C(C)(C)O3)[CH:31]=2)[CH:26]=[N:25]1, predict the reaction product. The product is: [CH3:21][O:20][C:14]1[CH:13]=[C:12]([CH:17]=[C:16]([O:18][CH3:19])[CH:15]=1)[CH2:11][CH2:10][C:8]1[N:9]=[C:4]2[CH:3]=[C:2]([C:30]3[CH:31]=[C:32]4[C:27]([CH:26]=[N:25][N:24]4[CH3:23])=[CH:28][CH:29]=3)[NH:22][C:5]2=[N:6][CH:7]=1. (2) Given the reactants [O:1]=[C:2]1[C:11]2[C:6](=[CH:7][CH:8]=[CH:9][CH:10]=2)[N:5]=[C:4]([CH2:12][CH2:13][CH2:14][C:15]([OH:17])=O)[NH:3]1.[Cl:18][C:19]1[CH:32]=[CH:31][C:22]([O:23][C@H:24]2[CH2:29][CH2:28][C@H:27]([NH2:30])[CH2:26][CH2:25]2)=[CH:21][CH:20]=1.CCN(C(C)C)C(C)C, predict the reaction product. The product is: [Cl:18][C:19]1[CH:20]=[CH:21][C:22]([O:23][C@H:24]2[CH2:25][CH2:26][C@H:27]([NH:30][C:15](=[O:17])[CH2:14][CH2:13][CH2:12][C:4]3[NH:3][C:2](=[O:1])[C:11]4[C:6](=[CH:7][CH:8]=[CH:9][CH:10]=4)[N:5]=3)[CH2:28][CH2:29]2)=[CH:31][CH:32]=1. (3) Given the reactants [CH2:1]([S:3][C:4]1[CH:5]=[C:6]([C:26]([OH:28])=O)[C:7]2[NH:11][C:10]([NH:12][C:13]([C:15]3[N:16]=[CH:17][C:18]4[C:23]([CH:24]=3)=[CH:22][CH:21]=[CH:20][CH:19]=4)=[O:14])=[N:9][C:8]=2[CH:25]=1)[CH3:2].CN(C(ON1N=NC2C=CC=CC1=2)=[N+](C)C)C.F[P-](F)(F)(F)(F)F.CCN(C(C)C)C(C)C.S(O)(O)(=O)=O.[NH2:67][C:68]1[NH:69][CH:70]=[CH:71][N:72]=1, predict the reaction product. The product is: [CH2:1]([S:3][C:4]1[CH:5]=[C:6]([C:26](=[O:28])[NH:67][C:68]2[NH:69][CH:70]=[CH:71][N:72]=2)[C:7]2[NH:11][C:10]([NH:12][C:13]([C:15]3[N:16]=[CH:17][C:18]4[C:23]([CH:24]=3)=[CH:22][CH:21]=[CH:20][CH:19]=4)=[O:14])=[N:9][C:8]=2[CH:25]=1)[CH3:2].